This data is from Forward reaction prediction with 1.9M reactions from USPTO patents (1976-2016). The task is: Predict the product of the given reaction. (1) Given the reactants [Si]([O:8][CH2:9][C:10]1[CH:15]=[CH:14][CH:13]=[CH:12][C:11]=1[C:16]1[CH:17]=[CH:18][C:19]2[N:20]([CH:22]=[C:23]([C:25]3[CH:29]=[CH:28][O:27][CH:26]=3)[N:24]=2)[CH:21]=1)(C(C)(C)C)(C)C.[F-].C([N+](CCCC)(CCCC)CCCC)CCC, predict the reaction product. The product is: [O:27]1[CH:28]=[CH:29][C:25]([C:23]2[N:24]=[C:19]3[CH:18]=[CH:17][C:16]([C:11]4[CH:12]=[CH:13][CH:14]=[CH:15][C:10]=4[CH2:9][OH:8])=[CH:21][N:20]3[CH:22]=2)=[CH:26]1. (2) The product is: [CH2:1]([O:8][C:9]([NH:11][CH2:12][CH2:13][CH2:14][C@@H:15]([NH:18][C:31]([O:30][CH2:29][CH2:28][Si:27]([CH3:42])([CH3:41])[CH3:26])=[O:32])[CH2:16][OH:17])=[O:10])[C:2]1[CH:3]=[CH:4][CH:5]=[CH:6][CH:7]=1. Given the reactants [CH2:1]([O:8][C:9]([NH:11][CH2:12][CH2:13][CH2:14][C@@H:15]([NH2:18])[CH2:16][OH:17])=[O:10])[C:2]1[CH:7]=[CH:6][CH:5]=[CH:4][CH:3]=1.C(N(CC)CC)C.[CH3:26][Si:27]([CH3:42])([CH3:41])[CH2:28][CH2:29][O:30][C:31](ON1C(=O)CCC1=O)=[O:32], predict the reaction product. (3) Given the reactants [CH3:1][O:2][C:3](=[O:43])[C:4]1[CH:9]=[CH:8][C:7]([NH:10][C:11]([C@H:13]2[C@H:17]([C:18]3[CH:23]=[CH:22][CH:21]=[C:20]([Cl:24])[C:19]=3[F:25])[C@:16]([C:28]3[CH:33]=[CH:32][C:31]([Cl:34])=[CH:30][C:29]=3[F:35])([C:26]#[N:27])[C@H:15]([CH2:36][C:37]([CH3:40])([CH3:39])[CH3:38])[NH:14]2)=[O:12])=[CH:6][C:5]=1[O:41][CH3:42].[CH:44]1([CH:47]=O)[CH2:46][CH2:45]1.CC(O)=O.C(O[BH-](OC(=O)C)OC(=O)C)(=O)C.[Na+], predict the reaction product. The product is: [CH3:1][O:2][C:3](=[O:43])[C:4]1[CH:9]=[CH:8][C:7]([NH:10][C:11]([C@H:13]2[C@H:17]([C:18]3[CH:23]=[CH:22][CH:21]=[C:20]([Cl:24])[C:19]=3[F:25])[C@:16]([C:28]3[CH:33]=[CH:32][C:31]([Cl:34])=[CH:30][C:29]=3[F:35])([C:26]#[N:27])[C@H:15]([CH2:36][C:37]([CH3:39])([CH3:38])[CH3:40])[N:14]2[CH2:47][CH:44]2[CH2:46][CH2:45]2)=[O:12])=[CH:6][C:5]=1[O:41][CH3:42]. (4) Given the reactants [CH2:1]([N:8]1[C:12](OS(C(F)(F)F)(=O)=O)=[CH:11][C:10]([C:21]([O:23][CH3:24])=[O:22])=[N:9]1)[C:2]1[CH:7]=[CH:6][CH:5]=[CH:4][CH:3]=1.[CH:25]1(B(O)O)[CH2:27][CH2:26]1.C(=O)([O-])[O-].[Na+].[Na+], predict the reaction product. The product is: [CH2:1]([N:8]1[C:12]([CH:25]2[CH2:27][CH2:26]2)=[CH:11][C:10]([C:21]([O:23][CH3:24])=[O:22])=[N:9]1)[C:2]1[CH:7]=[CH:6][CH:5]=[CH:4][CH:3]=1. (5) Given the reactants [CH2:1]([OH:5])[CH2:2][CH:3]=[CH2:4].CC1C=CC(S([O-])(=O)=O)=CC=1.C1C=C[NH+]=CC=1.[O:23]1[CH:28]=[CH:27][CH2:26][CH2:25][CH2:24]1, predict the reaction product. The product is: [CH2:1]([O:5][CH:24]1[CH2:25][CH2:26][CH2:27][CH2:28][O:23]1)[CH2:2][C:3]#[CH:4]. (6) Given the reactants [C:1]([OH:12])(=[O:11])[C:2]1[CH:10]=[C:8]([OH:9])[C:6]([OH:7])=[C:4]([OH:5])[CH:3]=1.[CH2:13](Cl)[C:14]1[CH:19]=[CH:18][CH:17]=[CH:16][CH:15]=1.[I-].[C:22]([NH3+])([CH3:25])([CH3:24])[CH3:23].C([O-])([O-])=O.[K+].[K+].[CH3:33][C:34]([CH3:36])=O, predict the reaction product. The product is: [CH2:13]([O:5][C:4]1[CH:3]=[C:2]([CH:10]=[C:8]([O:9][CH2:1][C:2]2[CH:10]=[CH:8][CH:6]=[CH:4][CH:3]=2)[C:6]=1[O:7][CH2:13][C:14]1[CH:19]=[CH:18][CH:17]=[CH:16][CH:15]=1)[C:1]([O:12][CH2:23][C:22]1[CH:25]=[CH:36][CH:34]=[CH:33][CH:24]=1)=[O:11])[C:14]1[CH:19]=[CH:18][CH:17]=[CH:16][CH:15]=1. (7) Given the reactants [NH2:1][C:2]1[N:10]=[C:9]([O:11][CH3:12])[CH:8]=[C:7]([O:13][CH3:14])[C:3]=1[C:4]([NH2:6])=[O:5].[CH:15]([C:17]1[CH:27]=[C:26]([CH3:28])[C:20]([CH2:21][NH:22][C:23](=[O:25])[CH3:24])=[C:19]([CH3:29])[CH:18]=1)=O.S([O-])(O)=O.[Na+].O.C1(C)C=CC(S(O)(=O)=O)=CC=1, predict the reaction product. The product is: [CH3:14][O:13][C:7]1[C:3]2[C:4](=[O:5])[NH:6][C:15]([C:17]3[CH:27]=[C:26]([CH3:28])[C:20]([CH2:21][NH:22][C:23](=[O:25])[CH3:24])=[C:19]([CH3:29])[CH:18]=3)=[N:1][C:2]=2[N:10]=[C:9]([O:11][CH3:12])[CH:8]=1. (8) Given the reactants [CH3:1][C:2]([C:15]1[CH:20]=[CH:19][CH:18]=[CH:17][C:16]=1[Cl:21])([N:6]1[CH2:11][CH2:10][C:9]2[S:12][CH:13]=[CH:14][C:8]=2[CH2:7]1)[C:3]([O-:5])=[O:4].[OH:22][S:23]([OH:26])(=[O:25])=[O:24], predict the reaction product. The product is: [S:23](=[O:24])(=[O:22])([OH:26])[OH:25].[CH3:1][C:2]([C:15]1[CH:20]=[CH:19][CH:18]=[CH:17][C:16]=1[Cl:21])([N:6]1[CH2:11][CH2:10][C:9]2[S:12][CH:13]=[CH:14][C:8]=2[CH2:7]1)[C:3]([OH:5])=[O:4]. (9) Given the reactants Br[C:2]1[CH:3]=[CH:4][C:5]([CH3:8])=[N:6][CH:7]=1.CON(C)[C:12]([CH:14]1[CH2:19][CH2:18][N:17]([C:20]([O:22][C:23]([CH3:26])([CH3:25])[CH3:24])=[O:21])[CH2:16][CH2:15]1)=[O:13], predict the reaction product. The product is: [CH3:8][C:5]1[CH:4]=[CH:3][C:2]([C:12]([CH:14]2[CH2:19][CH2:18][N:17]([C:20]([O:22][C:23]([CH3:26])([CH3:25])[CH3:24])=[O:21])[CH2:16][CH2:15]2)=[O:13])=[CH:7][N:6]=1. (10) Given the reactants [Br:1][C:2]1[CH:3]=[C:4]2[C:9](=[C:10]([Cl:12])[CH:11]=1)[NH:8][C:7](=O)[CH2:6][CH2:5]2.COC1C=CC(P2(SP(C3C=CC(OC)=CC=3)(=S)S2)=[S:23])=CC=1, predict the reaction product. The product is: [Br:1][C:2]1[CH:3]=[C:4]2[C:9](=[C:10]([Cl:12])[CH:11]=1)[NH:8][C:7](=[S:23])[CH2:6][CH2:5]2.